Dataset: Full USPTO retrosynthesis dataset with 1.9M reactions from patents (1976-2016). Task: Predict the reactants needed to synthesize the given product. (1) Given the product [NH2:1][C:2]1[C:11]([C:12]#[N:13])=[C:10]([NH:28][CH2:21][C:22]2[CH:27]=[CH:26][CH:25]=[CH:24][CH:23]=2)[C:9]2[C:4](=[CH:5][CH:6]=[C:7]([N:15]3[CH2:20][CH2:19][O:18][CH2:17][CH2:16]3)[CH:8]=2)[N:3]=1, predict the reactants needed to synthesize it. The reactants are: [NH2:1][C:2]1[C:11]([C:12]#[N:13])=[C:10](Cl)[C:9]2[C:4](=[CH:5][CH:6]=[C:7]([N:15]3[CH2:20][CH2:19][O:18][CH2:17][CH2:16]3)[CH:8]=2)[N:3]=1.[CH2:21]([NH2:28])[C:22]1[CH:27]=[CH:26][CH:25]=[CH:24][CH:23]=1. (2) Given the product [N:58]1[C:59]2[C:54](=[CH:53][C:52]([CH2:51][C:50]3[N:46]4[N:47]=[C:42]([C:39]5[CH:40]=[CH:41][C:36]([O:35][CH2:28][C:29]6[CH:34]=[CH:33][CH:32]=[CH:31][CH:30]=6)=[CH:37][CH:38]=5)[CH:43]=[N:44][C:45]4=[N:48][N:49]=3)=[CH:61][CH:60]=2)[CH:55]=[CH:56][CH:57]=1, predict the reactants needed to synthesize it. The reactants are: C1(C2N=NC(NNC(=O)CC3C=C4C(=CC=3)N=CC=C4)=NC=2)C=CC=CC=1.[CH2:28]([O:35][C:36]1[CH:41]=[CH:40][C:39]([C:42]2[N:47]=[N:46][C:45]([NH:48][NH:49][C:50](=O)[CH2:51][C:52]3[CH:53]=[C:54]4[C:59](=[CH:60][CH:61]=3)[N:58]=[CH:57][CH:56]=[CH:55]4)=[N:44][CH:43]=2)=[CH:38][CH:37]=1)[C:29]1[CH:34]=[CH:33][CH:32]=[CH:31][CH:30]=1. (3) Given the product [NH2:11][C:9]1[N:8]=[CH:7][N:6]=[C:5]2[N:4]([C:15]3[CH:22]=[CH:21][C:18]([CH:19]=[O:20])=[CH:17][CH:16]=3)[N:3]=[C:2]([I:1])[C:10]=12, predict the reactants needed to synthesize it. The reactants are: [I:1][C:2]1[C:10]2[C:5](=[N:6][CH:7]=[N:8][C:9]=2[NH2:11])[NH:4][N:3]=1.[H-].[Na+].F[C:15]1[CH:22]=[CH:21][C:18]([CH:19]=[O:20])=[CH:17][CH:16]=1.